Regression. Given a peptide amino acid sequence and an MHC pseudo amino acid sequence, predict their binding affinity value. This is MHC class I binding data. From a dataset of Peptide-MHC class I binding affinity with 185,985 pairs from IEDB/IMGT. The peptide sequence is NQRETTVVW. The MHC is HLA-A69:01 with pseudo-sequence HLA-A69:01. The binding affinity (normalized) is 0.0847.